Dataset: Full USPTO retrosynthesis dataset with 1.9M reactions from patents (1976-2016). Task: Predict the reactants needed to synthesize the given product. (1) Given the product [Cl:1][C:2]1[CH:3]=[C:4]([C:9]2([C:34]([F:36])([F:35])[F:37])[O:13][N:12]([CH3:14])[C:11]([C:15]3[CH:32]=[CH:31][C:18]([CH2:19][NH2:20])=[C:17]([CH3:33])[CH:16]=3)=[CH:10]2)[CH:5]=[C:6]([Cl:8])[CH:7]=1, predict the reactants needed to synthesize it. The reactants are: [Cl:1][C:2]1[CH:3]=[C:4]([C:9]2([C:34]([F:37])([F:36])[F:35])[O:13][N:12]([CH3:14])[C:11]([C:15]3[CH:32]=[CH:31][C:18]([CH2:19][N:20]4C(=O)C5C(=CC=CC=5)C4=O)=[C:17]([CH3:33])[CH:16]=3)=[CH:10]2)[CH:5]=[C:6]([Cl:8])[CH:7]=1.O.NN. (2) Given the product [CH2:21]([C:18]1[NH:17][N:29]=[CH:30][C:19]=1[C:33]1[N:38]2[N:39]=[CH:40][N:41]=[C:37]2[C:36]([NH:42][C:43]2[CH:48]=[CH:47][C:46]([N:49]3[CH2:54][CH2:53][O:52][CH2:51][CH2:50]3)=[CH:45][CH:44]=2)=[N:35][CH:34]=1)[CH3:22], predict the reactants needed to synthesize it. The reactants are: CN1CCN(C2C=CC(NC3C4[N:17]([N:29]=[CH:30]N=4)[C:18]([C:21]4[CH:22]=C(C(N)=O)SC=4)=[CH:19]N=3)=CC=2)CC1.Br[C:33]1[N:38]2[N:39]=[CH:40][N:41]=[C:37]2[C:36]([NH:42][C:43]2[CH:48]=[CH:47][C:46]([N:49]3[CH2:54][CH2:53][O:52][CH2:51][CH2:50]3)=[CH:45][CH:44]=2)=[N:35][CH:34]=1.C(C1N(C2CCCCO2)N=CC=1B1OC(C)(C)C(C)(C)O1)C.C(C1C(B2OC(C)(C)C(C)(C)O2)=CN(C2CCCCO2)N=1)C.C([O-])([O-])=O.[Na+].[Na+].